This data is from NCI-60 drug combinations with 297,098 pairs across 59 cell lines. The task is: Regression. Given two drug SMILES strings and cell line genomic features, predict the synergy score measuring deviation from expected non-interaction effect. (1) Drug 1: CCC1=C2CN3C(=CC4=C(C3=O)COC(=O)C4(CC)O)C2=NC5=C1C=C(C=C5)O. Synergy scores: CSS=46.8, Synergy_ZIP=-13.5, Synergy_Bliss=-5.10, Synergy_Loewe=-3.70, Synergy_HSA=-0.209. Drug 2: C1=NC2=C(N1)C(=S)N=CN2. Cell line: KM12. (2) Drug 1: CN1C(=O)N2C=NC(=C2N=N1)C(=O)N. Drug 2: CS(=O)(=O)CCNCC1=CC=C(O1)C2=CC3=C(C=C2)N=CN=C3NC4=CC(=C(C=C4)OCC5=CC(=CC=C5)F)Cl. Cell line: EKVX. Synergy scores: CSS=9.93, Synergy_ZIP=-4.64, Synergy_Bliss=-3.40, Synergy_Loewe=-9.59, Synergy_HSA=-2.84. (3) Drug 1: CC(CN1CC(=O)NC(=O)C1)N2CC(=O)NC(=O)C2. Drug 2: CC1CCC2CC(C(=CC=CC=CC(CC(C(=O)C(C(C(=CC(C(=O)CC(OC(=O)C3CCCCN3C(=O)C(=O)C1(O2)O)C(C)CC4CCC(C(C4)OC)OCCO)C)C)O)OC)C)C)C)OC. Cell line: NCI-H322M. Synergy scores: CSS=14.8, Synergy_ZIP=1.40, Synergy_Bliss=4.75, Synergy_Loewe=-2.48, Synergy_HSA=5.36. (4) Drug 1: CC1=CC=C(C=C1)C2=CC(=NN2C3=CC=C(C=C3)S(=O)(=O)N)C(F)(F)F. Drug 2: CC(C)(C#N)C1=CC(=CC(=C1)CN2C=NC=N2)C(C)(C)C#N. Cell line: HOP-92. Synergy scores: CSS=1.95, Synergy_ZIP=-0.871, Synergy_Bliss=-0.271, Synergy_Loewe=-1.26, Synergy_HSA=-1.49. (5) Drug 1: CN(CC1=CN=C2C(=N1)C(=NC(=N2)N)N)C3=CC=C(C=C3)C(=O)NC(CCC(=O)O)C(=O)O. Drug 2: CC1=C(C=C(C=C1)NC(=O)C2=CC=C(C=C2)CN3CCN(CC3)C)NC4=NC=CC(=N4)C5=CN=CC=C5. Cell line: NCIH23. Synergy scores: CSS=6.19, Synergy_ZIP=-3.92, Synergy_Bliss=0.202, Synergy_Loewe=-16.7, Synergy_HSA=-0.575. (6) Drug 1: CC1=C(C=C(C=C1)NC(=O)C2=CC=C(C=C2)CN3CCN(CC3)C)NC4=NC=CC(=N4)C5=CN=CC=C5. Drug 2: CC1=C(C=C(C=C1)C(=O)NC2=CC(=CC(=C2)C(F)(F)F)N3C=C(N=C3)C)NC4=NC=CC(=N4)C5=CN=CC=C5. Cell line: HCT116. Synergy scores: CSS=-7.86, Synergy_ZIP=9.03, Synergy_Bliss=7.92, Synergy_Loewe=-3.00, Synergy_HSA=-5.13. (7) Drug 1: C1=CC(=CC=C1CCC2=CNC3=C2C(=O)NC(=N3)N)C(=O)NC(CCC(=O)O)C(=O)O. Drug 2: CC12CCC3C(C1CCC2OP(=O)(O)O)CCC4=C3C=CC(=C4)OC(=O)N(CCCl)CCCl.[Na+]. Cell line: OVCAR3. Synergy scores: CSS=25.8, Synergy_ZIP=-1.82, Synergy_Bliss=-2.97, Synergy_Loewe=-2.34, Synergy_HSA=-1.08. (8) Drug 1: C1=CC(=CC=C1CC(C(=O)O)N)N(CCCl)CCCl.Cl. Drug 2: C1=CN(C=N1)CC(O)(P(=O)(O)O)P(=O)(O)O. Cell line: SNB-19. Synergy scores: CSS=-2.81, Synergy_ZIP=-3.28, Synergy_Bliss=-7.09, Synergy_Loewe=-17.1, Synergy_HSA=-10.9. (9) Drug 1: CC1=C(C(CCC1)(C)C)C=CC(=CC=CC(=CC(=O)O)C)C. Drug 2: CC(C)NC(=O)C1=CC=C(C=C1)CNNC.Cl. Cell line: UO-31. Synergy scores: CSS=-2.68, Synergy_ZIP=0.503, Synergy_Bliss=-0.557, Synergy_Loewe=-2.96, Synergy_HSA=-2.61. (10) Drug 1: COC1=C(C=C2C(=C1)N=CN=C2NC3=CC(=C(C=C3)F)Cl)OCCCN4CCOCC4. Drug 2: CCCCC(=O)OCC(=O)C1(CC(C2=C(C1)C(=C3C(=C2O)C(=O)C4=C(C3=O)C=CC=C4OC)O)OC5CC(C(C(O5)C)O)NC(=O)C(F)(F)F)O. Cell line: RPMI-8226. Synergy scores: CSS=4.82, Synergy_ZIP=-0.268, Synergy_Bliss=1.93, Synergy_Loewe=0.463, Synergy_HSA=1.59.